Task: Predict the product of the given reaction.. Dataset: Forward reaction prediction with 1.9M reactions from USPTO patents (1976-2016) (1) Given the reactants [F:1][C:2]1[CH:7]=[CH:6][C:5]([C:8]2[N:9]=[C:10]3[CH:15]=[CH:14][C:13]([C:16]4[CH:17]=[C:18]([CH:22]=[CH:23][CH:24]=4)[C:19]([OH:21])=O)=[CH:12][N:11]3[C:25]=2[C:26](=[O:29])[NH:27][CH3:28])=[CH:4][CH:3]=1.[C:30]1([C:36]([NH2:39])([CH3:38])[CH3:37])[CH:35]=[CH:34][CH:33]=[CH:32][CH:31]=1.CN(C=O)C.CN(C(ON1N=NC2C=CC=NC1=2)=[N+](C)C)C.F[P-](F)(F)(F)(F)F, predict the reaction product. The product is: [F:1][C:2]1[CH:7]=[CH:6][C:5]([C:8]2[N:9]=[C:10]3[CH:15]=[CH:14][C:13]([C:16]4[CH:24]=[CH:23][CH:22]=[C:18]([C:19](=[O:21])[NH:39][C:36]([C:30]5[CH:35]=[CH:34][CH:33]=[CH:32][CH:31]=5)([CH3:38])[CH3:37])[CH:17]=4)=[CH:12][N:11]3[C:25]=2[C:26]([NH:27][CH3:28])=[O:29])=[CH:4][CH:3]=1. (2) Given the reactants [CH2:1]1[C:9]2[C:4](=[CH:5][C:6]([N:10]3[C:15]4[N:16]=[C:17](S(C)(=O)=O)[N:18]=[CH:19][C:14]=4[C:13](=[O:24])[C:12]([C:25]([NH2:27])=[O:26])=[CH:11]3)=[CH:7][CH:8]=2)[CH2:3][CH2:2]1.[CH3:28][N:29]1[CH2:34][CH2:33][N:32]([CH2:35][C:36]2[CH:37]=[C:38]([NH2:42])[CH:39]=[CH:40][CH:41]=2)[CH2:31][CH2:30]1, predict the reaction product. The product is: [CH2:1]1[C:9]2[C:4](=[CH:5][C:6]([N:10]3[C:15]4[N:16]=[C:17]([NH:42][C:38]5[CH:39]=[CH:40][CH:41]=[C:36]([CH2:35][N:32]6[CH2:31][CH2:30][N:29]([CH3:28])[CH2:34][CH2:33]6)[CH:37]=5)[N:18]=[CH:19][C:14]=4[C:13](=[O:24])[C:12]([C:25]([NH2:27])=[O:26])=[CH:11]3)=[CH:7][CH:8]=2)[CH2:3][CH2:2]1. (3) Given the reactants C([O:3][CH2:4][CH2:5][O:6][NH:7][C:8]([C:10]1[CH:11]=[C:12]2[CH:17]=[CH:16][N:15]=[CH:14][N:13]2[C:18]=1[NH:19][C:20]1[CH:25]=[CH:24][C:23]([S:26][CH3:27])=[CH:22][C:21]=1[F:28])=[O:9])=C.Cl, predict the reaction product. The product is: [OH:3][CH2:4][CH2:5][O:6][NH:7][C:8]([C:10]1[CH:11]=[C:12]2[CH:17]=[CH:16][N:15]=[CH:14][N:13]2[C:18]=1[NH:19][C:20]1[CH:25]=[CH:24][C:23]([S:26][CH3:27])=[CH:22][C:21]=1[F:28])=[O:9].